Dataset: Drug-target binding data from BindingDB using Ki measurements. Task: Regression. Given a target protein amino acid sequence and a drug SMILES string, predict the binding affinity score between them. We predict pKi (pKi = -log10(Ki in M); higher means stronger inhibition). Dataset: bindingdb_ki. (1) The small molecule is O=C(O)[C@H]1N=C(c2ccccc2)O[C@@H]1C(=O)O. The target protein (P51907) has sequence MGKPTSSGCDWRRFLRNHWLLLSTVAAVVLGIVVGVLVRGHSELSNLDKFYFAFPGEILMRMLKLVILPLIISSMITGVAALDSNVSGKIGLRAVVYYFSTTVIAVILGIVLVVSIKPGVTQKVNEINRTGKTPEVSTVDAMLDLIRNMFPENLVQACFQQYKTKREEVKPASDPGGNQTEVSVTTAMTTMSENKTKEYKIVGLYSDGINVLGLIIFCLVFGLVIGKMGEKGQILVDFFNALSDATMKIVQIIMCYMPIGILFLIAGKIIEVEDWEIFRKLGLYMATVLSGLAIHSLVVLPLIYFIVVRKNPFRFALGMAQALLTALMISSSSATLPVTFRCAEEKNHVDKRITRFVLPVGATINMDGTALYEAVAAVFIAQLNGMDLSIGQIITISITATAASIGAAGVPQAGLVTMVIVLSAVGLPAEDVTLIIAVDWLLDRFRTMVNVLGDAFGTGIVEKLSKKELEQVDVSSEVNIVNPFALEPTILDNEDSDTKK.... The pKi is 4.4. (2) The small molecule is CN(C(=O)Cc1ccccc1)[C@H]1CC[C@@]2(CCCO2)C[C@@H]1N1CCCC1. The target protein sequence is MDSPIQIFRGEPGPTCAPSACLPPNSSAWFPGWAEPDSNGSAGSEDAQLEPAHISPAIPVIITAVYSVVFVVGLVGNSLVMFVIIRYTKMKTATNIYIFNLALADALVTTTMPFQSTVYLMNSWPFGDVLCKIVISIDYYNMFTSIFTLTMMSVDRYIAVCHPVKALDFRTPLKAKIINICIWLLSSSVGISAIVLGGTKVREDVDVIECSLQFPDDDYSWWDLFMKICVFIFAFVIPVLIIIVCYTLMILRLKSVRLLSGSREKDRNLRRITRLVLVVVAVFVVCWTPIHIFILVEALGSTSHSTAALSSYYFCAALGYTNSSLNPILYAFLDENFKRCFRDFCFPLKMRMERQSTSRVRNTVQDPAYLRDIDGMNKPV. The pKi is 6.8. (3) The drug is CCC(C)(C)C(=O)C(=O)N1CCC[C@H]1C(=O)CCCCc1ccc(O)cc1. The target protein (P18203) has sequence MGVQVETISPGDGRTFPKRGQTCVVHYTGMLEDGKKFDSSRDRNKPFKFVLGKQEVIRGWEEGVAQMSVGQRAKLTISPDYAYGATGHPGIIPPNATLIFDVELLKLE. The pKi is 6.6. (4) The drug is O=c1[nH]n(CCCN2CCN(c3cccc(Cl)c3)CC2)c(=O)n1CCOc1ccccc1. The target is MLLARMKPQVQPELGGADQ. The pKi is 5.0.